This data is from Catalyst prediction with 721,799 reactions and 888 catalyst types from USPTO. The task is: Predict which catalyst facilitates the given reaction. (1) Reactant: [F:1][C:2]1[CH:7]=[CH:6][C:5]([N:8]2[C:16]3[C:11](=[CH:12][C:13]([O:18]C)=[C:14]([Cl:17])[CH:15]=3)[CH:10]=[N:9]2)=[CH:4][CH:3]=1.B(Br)(Br)Br. Product: [Cl:17][C:14]1[CH:15]=[C:16]2[C:11]([CH:10]=[N:9][N:8]2[C:5]2[CH:4]=[CH:3][C:2]([F:1])=[CH:7][CH:6]=2)=[CH:12][C:13]=1[OH:18]. The catalyst class is: 4. (2) Reactant: [F:1][C:2]1[CH:3]=[C:4]([N:9]2[CH2:13][C@H:12]([CH2:14][OH:15])[O:11][C:10]2=[O:16])[CH:5]=[CH:6][C:7]=1[I:8].C(N(CC)C(C)C)(C)C.[CH3:26][S:27](Cl)(=[O:29])=[O:28]. The catalyst class is: 2. Product: [F:1][C:2]1[CH:3]=[C:4]([N:9]2[CH2:13][C@H:12]([CH2:14][O:15][S:27]([CH3:26])(=[O:29])=[O:28])[O:11][C:10]2=[O:16])[CH:5]=[CH:6][C:7]=1[I:8].